This data is from Full USPTO retrosynthesis dataset with 1.9M reactions from patents (1976-2016). The task is: Predict the reactants needed to synthesize the given product. Given the product [C:1]([O:5][C:6](=[O:25])[NH:7][C@H:8]1[CH2:11][C@@H:10]([N:12]2[C:22]3=[N:21][CH:20]=[CH:19][N:18]=[C:17]3[C:14]([CH3:16])([CH3:15])[C:13]2=[O:24])[CH2:9]1)([CH3:4])([CH3:3])[CH3:2], predict the reactants needed to synthesize it. The reactants are: [C:1]([O:5][C:6](=[O:25])[NH:7][C@H:8]1[CH2:11][C@@H:10]([NH:12][C:13](=[O:24])[C:14]([C:17]2[C:22](Cl)=[N:21][CH:20]=[CH:19][N:18]=2)([CH3:16])[CH3:15])[CH2:9]1)([CH3:4])([CH3:3])[CH3:2].CC(C)([O-])C.[Na+].